Dataset: Forward reaction prediction with 1.9M reactions from USPTO patents (1976-2016). Task: Predict the product of the given reaction. (1) The product is: [CH3:2][S:3][C:4]1[C:5]([C:17]2[CH:22]=[CH:21][CH:20]=[CH:19][CH:18]=2)=[N:6][C:7]2[C:12]([C:13]=1[C:14]([NH:61][C@H:58]([C:52]1[CH:57]=[CH:56][CH:55]=[CH:54][CH:53]=1)[CH2:59][CH3:60])=[O:16])=[CH:11][CH:10]=[CH:9][CH:8]=2. Given the reactants Cl.[CH3:2][S:3][C:4]1[C:5]([C:17]2[CH:22]=[CH:21][CH:20]=[CH:19][CH:18]=2)=[N:6][C:7]2[C:12]([C:13]=1[C:14]([OH:16])=O)=[CH:11][CH:10]=[CH:9][CH:8]=2.C1C=C2N=NN(O)C2=CC=1.O.CN1CCOCC1.CCN=C=NCCCN(C)C.[C:52]1([C@@H:58]([NH2:61])[CH2:59][CH3:60])[CH:57]=[CH:56][CH:55]=[CH:54][CH:53]=1, predict the reaction product. (2) Given the reactants [OH:1][CH2:2][CH2:3][C:4]([OH:6])=O.Cl.[NH:8]1[CH2:13][CH2:12][C:11]([C:14]2[C:19]([F:20])=[CH:18][C:17]([N:21]3[CH2:25][C@H:24]([CH2:26][N:27]([C:35]4[CH:39]=[CH:38][O:37][N:36]=4)C(OC(C)(C)C)=O)[O:23][C:22]3=[O:40])=[CH:16][C:15]=2[F:41])=[CH:10][CH2:9]1.F[P-](F)(F)(F)(F)F.N1(OC(N(C)C)=[N+](C)C)C2C=CC=CC=2N=N1.C(N(CC)C(C)C)(C)C, predict the reaction product. The product is: [OH:1][CH2:2][CH2:3][C:4]([N:8]1[CH2:13][CH2:12][C:11]([C:14]2[C:15]([F:41])=[CH:16][C:17]([N:21]3[CH2:25][C@H:24]([CH2:26][NH:27][C:35]4[CH:39]=[CH:38][O:37][N:36]=4)[O:23][C:22]3=[O:40])=[CH:18][C:19]=2[F:20])=[CH:10][CH2:9]1)=[O:6]. (3) Given the reactants [Br:1]N1C(=O)CCC1=O.[CH3:9][S:10]([C:13]1[CH:14]=[C:15]([C:19]2[NH:23][C:22]([C:24]3[N:28]([CH2:29][C:30]([O:32][CH2:33][CH3:34])=[O:31])[N:27]=[C:26]([C:35]([F:38])([F:37])[F:36])[CH:25]=3)=[CH:21][CH:20]=2)[CH:16]=[CH:17][CH:18]=1)(=[O:12])=[O:11], predict the reaction product. The product is: [Br:1][C:20]1[CH:21]=[C:22]([C:24]2[N:28]([CH2:29][C:30]([O:32][CH2:33][CH3:34])=[O:31])[N:27]=[C:26]([C:35]([F:38])([F:37])[F:36])[CH:25]=2)[NH:23][C:19]=1[C:15]1[CH:16]=[CH:17][CH:18]=[C:13]([S:10]([CH3:9])(=[O:12])=[O:11])[CH:14]=1. (4) Given the reactants [Cl:1][C:2]1[CH:10]=[C:9]([C:11]([O:13][CH2:14][C:15]2[CH:20]=[CH:19][CH:18]=[CH:17][CH:16]=2)=[O:12])[C:8]([O:21][CH2:22][C:23]2[CH:28]=[CH:27][CH:26]=[CH:25][CH:24]=2)=[CH:7][C:3]=1[C:4](O)=[O:5].C(N(C(C)C)CC)(C)C.[NH:38]1[CH2:43][CH2:42][O:41][CH2:40][CH2:39]1.ON1C2N=CC=CC=2N=N1.C(Cl)CCl, predict the reaction product. The product is: [Cl:1][C:2]1[C:3]([C:4]([N:38]2[CH2:43][CH2:42][O:41][CH2:40][CH2:39]2)=[O:5])=[CH:7][C:8]([O:21][CH2:22][C:23]2[CH:24]=[CH:25][CH:26]=[CH:27][CH:28]=2)=[C:9]([CH:10]=1)[C:11]([O:13][CH2:14][C:15]1[CH:20]=[CH:19][CH:18]=[CH:17][CH:16]=1)=[O:12]. (5) Given the reactants [Cl:1][C:2]1[CH:7]=[CH:6][C:5](B(O)O)=[C:4]([F:11])[C:3]=1[N:12]([CH3:14])[CH3:13].[NH2:15][C:16]1[C:21]([Cl:22])=[C:20]([C:23]([O:25][CH3:26])=[O:24])[N:19]=[C:18](Cl)[N:17]=1.[F-].[Cs+].ClCCl, predict the reaction product. The product is: [NH2:15][C:16]1[C:21]([Cl:22])=[C:20]([C:23]([O:25][CH3:26])=[O:24])[N:19]=[C:18]([C:5]2[CH:6]=[CH:7][C:2]([Cl:1])=[C:3]([N:12]([CH3:14])[CH3:13])[C:4]=2[F:11])[N:17]=1. (6) Given the reactants C(OC([N:8]([C:40](OC(C)(C)C)=O)[C:9](=[O:39])[C:10]1[CH:15]=[C:14]([N:16]2[CH2:20][CH2:19][CH2:18][S:17]2(=[O:22])=[O:21])[CH:13]=[CH:12][C:11]=1[C:23]([N:25]1[CH2:30][CH2:29][N:28]([C:31]2[C:36]([CH3:37])=[CH:35][C:34]([CH3:38])=[CH:33][N:32]=2)[CH2:27][CH2:26]1)=[O:24])=O)(C)(C)C.N1C[CH2:50][CH2:49][CH2:48]1, predict the reaction product. The product is: [CH3:37][C:36]1[C:31]([N:28]2[CH2:27][CH2:26][N:25]([C:23]([C:11]3[CH:12]=[CH:13][C:14]([N:16]4[CH2:20][CH2:19][CH2:18][S:17]4(=[O:21])=[O:22])=[CH:15][C:10]=3[C:9]([N:8]3[CH2:40][CH2:50][CH2:49][CH2:48]3)=[O:39])=[O:24])[CH2:30][CH2:29]2)=[N:32][CH:33]=[C:34]([CH3:38])[CH:35]=1. (7) The product is: [NH2:7][CH2:8][CH2:9][NH:10][C:11](=[O:38])[C:12]1[CH:13]=[CH:14][C:15]([C:18]([NH:19][C:20]2[CH:24]=[C:23]([C:25](=[O:32])[NH:26][CH2:27][CH2:28][C:29](=[NH:31])[NH2:30])[N:22]([CH:33]3[CH2:35][CH2:34]3)[C:21]=2[CH3:40])=[O:37])=[CH:16][CH:17]=1. Given the reactants C(OC(=O)[NH:7][CH2:8][CH2:9][NH:10][C:11](=[O:38])[C:12]1[CH:17]=[CH:16][C:15]([C:18](=[O:37])[NH:19][C:20]2[CH:24]=[C:23]([C:25](=[O:32])[NH:26][CH2:27][CH2:28][C:29](=[NH:31])[NH2:30])[N:22]([CH2:33][CH:34]3C[CH2:35]3)[CH:21]=2)=[CH:14][CH:13]=1)(C)(C)C.[CH3:40]COCC, predict the reaction product.